The task is: Predict the product of the given reaction.. This data is from Forward reaction prediction with 1.9M reactions from USPTO patents (1976-2016). (1) The product is: [Cl:1][C:2]1[CH:7]=[C:6]([Cl:8])[CH:5]=[CH:4][C:3]=1[C:9]1[N:10]=[C:11]([N:16]2[CH2:17][CH2:18][O:19][CH2:20][CH2:21]2)[S:12][C:13]=1[C:14]([NH2:15])=[O:23]. Given the reactants [Cl:1][C:2]1[CH:7]=[C:6]([Cl:8])[CH:5]=[CH:4][C:3]=1[C:9]1[N:10]=[C:11]([N:16]2[CH2:21][CH2:20][O:19][CH2:18][CH2:17]2)[S:12][C:13]=1[C:14]#[N:15].S(=O)(=O)(O)[OH:23], predict the reaction product. (2) Given the reactants [C:1]([C@H:4]1[O:9][CH2:8][C@:7]([CH2:28][C:29]#[N:30])([N:10]2[C:18]3[CH:17]=[CH:16][NH:15][C:14](=[O:19])[C:13]=3[C:12]([NH:20][C:21]3[CH:26]=[CH:25][C:24]([Cl:27])=[CH:23][CH:22]=3)=[N:11]2)[CH2:6][CH2:5]1)(=[O:3])[CH3:2].[CH3:31][Mg]Br, predict the reaction product. The product is: [Cl:27][C:24]1[CH:23]=[CH:22][C:21]([NH:20][C:12]2[C:13]3[C:14](=[O:19])[NH:15][CH:16]=[CH:17][C:18]=3[N:10]([C@:7]3([CH2:28][C:29]#[N:30])[CH2:6][CH2:5][C@@H:4]([C:1]([OH:3])([CH3:31])[CH3:2])[O:9][CH2:8]3)[N:11]=2)=[CH:26][CH:25]=1. (3) Given the reactants [CH3:1][O:2][C:3]([C:5]1[CH:6]=[C:7]2[C:12](=[CH:13][CH:14]=1)[CH2:11][CH:10]([O:15][C:16]1[CH:21]=[CH:20][N:19]=[C:18]([C:22](O)=[O:23])[CH:17]=1)[CH2:9][CH2:8]2)=[O:4].CN(C)C=O.C(N(CC)C(C)C)(C)C.F[P-](F)(F)(F)(F)F.FC(N(C)C)=[N+](C)C.[NH2:54][CH:55]1[CH2:60][CH2:59][N:58]([C:61]([O:63][C:64]([CH3:67])([CH3:66])[CH3:65])=[O:62])[CH2:57][CH2:56]1, predict the reaction product. The product is: [CH3:1][O:2][C:3]([C:5]1[CH:6]=[C:7]2[C:12](=[CH:13][CH:14]=1)[CH2:11][CH:10]([O:15][C:16]1[CH:21]=[CH:20][N:19]=[C:18]([C:22]([NH:54][CH:55]3[CH2:56][CH2:57][N:58]([C:61]([O:63][C:64]([CH3:67])([CH3:66])[CH3:65])=[O:62])[CH2:59][CH2:60]3)=[O:23])[CH:17]=1)[CH2:9][CH2:8]2)=[O:4]. (4) Given the reactants [C:1]([C:5]1[CH:45]=[CH:44][C:8]([C:9]([NH:11][C@@H:12]([CH2:17][C:18]2[CH:23]=[CH:22][C:21]([C:24]3[S:25][C:26]([C:29]4[CH:34]=[CH:33][C:32]([O:35][CH2:36][CH2:37][CH2:38][CH2:39][CH2:40][CH2:41][CH3:42])=[CH:31][CH:30]=4)=[N:27][N:28]=3)=[C:20]([F:43])[CH:19]=2)[C:13]([O:15]C)=[O:14])=[O:10])=[CH:7][CH:6]=1)([CH3:4])([CH3:3])[CH3:2].[OH-].[Li+].CC(O)=O.O, predict the reaction product. The product is: [C:1]([C:5]1[CH:45]=[CH:44][C:8]([C:9]([NH:11][C@@H:12]([CH2:17][C:18]2[CH:23]=[CH:22][C:21]([C:24]3[S:25][C:26]([C:29]4[CH:30]=[CH:31][C:32]([O:35][CH2:36][CH2:37][CH2:38][CH2:39][CH2:40][CH2:41][CH3:42])=[CH:33][CH:34]=4)=[N:27][N:28]=3)=[C:20]([F:43])[CH:19]=2)[C:13]([OH:15])=[O:14])=[O:10])=[CH:7][CH:6]=1)([CH3:2])([CH3:3])[CH3:4]. (5) Given the reactants [CH2:1]([N:4]([CH2:10][CH2:11][CH3:12])[CH2:5][CH2:6][CH2:7][CH2:8][NH2:9])[CH2:2][CH3:3].CCN=C=NCCCN(C)C.Cl.C1C=CC2N(O)N=NC=2C=1.[C:35]([O:39][C:40]([N:42]([CH2:49][C:50]1[CH:58]=[CH:57][C:53]([C:54](O)=[O:55])=[CH:52][CH:51]=1)[CH2:43][C:44]1[NH:45][CH:46]=[CH:47][N:48]=1)=[O:41])([CH3:38])([CH3:37])[CH3:36], predict the reaction product. The product is: [C:35]([O:39][C:40](=[O:41])[N:42]([CH2:49][C:50]1[CH:51]=[CH:52][C:53]([C:54](=[O:55])[NH:9][CH2:8][CH2:7][CH2:6][CH2:5][N:4]([CH2:1][CH2:2][CH3:3])[CH2:10][CH2:11][CH3:12])=[CH:57][CH:58]=1)[CH2:43][C:44]1[NH:48][CH:47]=[CH:46][N:45]=1)([CH3:38])([CH3:36])[CH3:37]. (6) Given the reactants [C:1]1(=[O:11])[NH:5][C:4](=[O:6])[C:3]2=[CH:7][CH:8]=[CH:9][CH:10]=[C:2]12.[K].Br[CH2:14][CH2:15][CH2:16][CH2:17][C:18]([CH3:22])([CH3:21])[CH2:19][OH:20], predict the reaction product. The product is: [C:1]1(=[O:11])[N:5]([CH2:14][CH2:15][CH2:16][CH2:17][C:18]([CH3:22])([CH3:21])[CH2:19][OH:20])[C:4](=[O:6])[C:3]2=[CH:7][CH:8]=[CH:9][CH:10]=[C:2]12. (7) Given the reactants [ClH:1].C[O:3][C:4]1[CH:13]=[CH:12][CH:11]=[C:10]2[C:5]=1[CH2:6][CH2:7][C@H:8]([N:14]([CH2:22][CH2:23][CH3:24])[CH2:15][CH2:16][C:17]1[S:18][CH:19]=[CH:20][CH:21]=1)[CH2:9]2.B(Br)(Br)Br.C(=O)(O)[O-].[Na+], predict the reaction product. The product is: [CH3:24][CH2:23][CH2:22][N:14]([C@@H:8]1[CH2:9][C:10]2[CH:11]=[CH:12][CH:13]=[C:4]([OH:3])[C:5]=2[CH2:6][CH2:7]1)[CH2:15][CH2:16][C:17]1[S:18][CH:19]=[CH:20][CH:21]=1.[ClH:1]. (8) Given the reactants [Cl:1][C:2]1[CH:13]=[CH:12][C:5]2[NH:6][C:7](=[O:11])[O:8][C:9](=[O:10])[C:4]=2[CH:3]=1.[H-].[Na+].[CH2:16](I)[CH3:17].O, predict the reaction product. The product is: [Cl:1][C:2]1[CH:13]=[CH:12][C:5]2[N:6]([CH2:16][CH3:17])[C:7](=[O:11])[O:8][C:9](=[O:10])[C:4]=2[CH:3]=1. (9) Given the reactants [NH:1]1[CH2:6][CH2:5][CH2:4][CH2:3][C@@H:2]1[CH2:7][O:8][C:9]1[C:17]2[C:16]3[CH:18]=[C:19]([C:22]#[N:23])[N:20]=[CH:21][C:15]=3[N:14]([CH2:24][O:25][CH2:26][CH2:27][Si:28]([CH3:31])([CH3:30])[CH3:29])[C:13]=2[N:12]=[CH:11][CH:10]=1.C=O.[C:34](O[BH-](OC(=O)C)OC(=O)C)(=O)C.[Na+], predict the reaction product. The product is: [CH3:34][N:1]1[CH2:6][CH2:5][CH2:4][CH2:3][C@@H:2]1[CH2:7][O:8][C:9]1[C:17]2[C:16]3[CH:18]=[C:19]([C:22]#[N:23])[N:20]=[CH:21][C:15]=3[N:14]([CH2:24][O:25][CH2:26][CH2:27][Si:28]([CH3:31])([CH3:30])[CH3:29])[C:13]=2[N:12]=[CH:11][CH:10]=1.